Dataset: Full USPTO retrosynthesis dataset with 1.9M reactions from patents (1976-2016). Task: Predict the reactants needed to synthesize the given product. (1) Given the product [N:3]([C@H:6]1[C@H:10]([F:25])[CH2:9][N:8]([C:12]([O:14][C:15]([CH3:18])([CH3:17])[CH3:16])=[O:13])[CH2:7]1)=[N+:4]=[N-:5], predict the reactants needed to synthesize it. The reactants are: N#N.[N:3]([C@H:6]1[C@H:10](O)[CH2:9][N:8]([C:12]([O:14][C:15]([CH3:18])([CH3:17])[CH3:16])=[O:13])[CH2:7]1)=[N+:4]=[N-:5].CCN(S(F)(F)[F:25])CC.C([O-])([O-])=O.[Na+].[Na+]. (2) Given the product [CH2:1]([O:5][CH2:6][CH2:7][O:8][C:9]1[CH:10]=[CH:11][C:12]([C:15]2[CH:33]=[CH:19][C:18]3[N:25]([CH2:26][C:27]([CH3:29])=[CH2:28])[CH2:24][CH2:23][CH2:22][C:21]([C:30]([NH:58][C:57]4[CH:59]=[CH:60][C:54]([S:52]([CH2:51][C:50]5[N:46]([CH2:43][CH2:44][CH3:45])[CH:47]=[N:48][CH:49]=5)=[O:53])=[CH:55][CH:56]=4)=[O:31])=[CH:20][C:17]=3[CH:16]=2)=[CH:13][CH:14]=1)[CH2:2][CH2:3][CH3:4], predict the reactants needed to synthesize it. The reactants are: [CH2:1]([O:5][CH2:6][CH2:7][O:8][C:9]1[CH:14]=[CH:13][C:12]([C:15]2[CH:16]=[CH:17][C:18]3[N:25]([CH2:26][C:27]([CH3:29])=[CH2:28])[CH2:24][CH2:23][CH2:22][C:21]([C:30](O)=[O:31])=[CH:20][C:19]=3[CH:33]=2)=[CH:11][CH:10]=1)[CH2:2][CH2:3][CH3:4].CN(C=O)C.S(Cl)(Cl)=O.[CH2:43]([N:46]1[C:50]([CH2:51][S:52]([C:54]2[CH:60]=[CH:59][C:57]([NH2:58])=[CH:56][CH:55]=2)=[O:53])=[CH:49][N:48]=[CH:47]1)[CH2:44][CH3:45]. (3) Given the product [CH3:1][O:2][C:3]1[CH:4]=[CH:5][CH:6]=[C:7]2[C:12]=1[CH:11]([NH:13][C:14]1[CH:23]=[CH:22][C:21]3[C:16](=[CH:17][CH:18]=[C:19]([NH:24][C:32](=[O:33])[CH2:31][N:25]4[CH2:30][CH2:29][O:28][CH2:27][CH2:26]4)[CH:20]=3)[N:15]=1)[CH2:10][CH2:9][CH2:8]2, predict the reactants needed to synthesize it. The reactants are: [CH3:1][O:2][C:3]1[CH:4]=[CH:5][CH:6]=[C:7]2[C:12]=1[CH:11]([NH:13][C:14]1[CH:23]=[CH:22][C:21]3[C:16](=[CH:17][CH:18]=[C:19]([NH2:24])[CH:20]=3)[N:15]=1)[CH2:10][CH2:9][CH2:8]2.[N:25]1([CH2:31][C:32](O)=[O:33])[CH2:30][CH2:29][O:28][CH2:27][CH2:26]1. (4) Given the product [C:3]([C:2]([NH:1][C:27](=[S:28])[C:26]1[CH:25]=[CH:24][C:23]([C:22]([F:21])([F:32])[F:33])=[CH:31][CH:30]=1)([CH3:20])[CH2:5][N:6]1[N:10]=[C:9]2[CH:11]=[CH:12][C:13]([O:15][C:16]([F:17])([F:18])[F:19])=[CH:14][C:8]2=[N:7]1)#[N:4], predict the reactants needed to synthesize it. The reactants are: [NH2:1][C:2]([CH3:20])([CH2:5][N:6]1[N:10]=[C:9]2[CH:11]=[CH:12][C:13]([O:15][C:16]([F:19])([F:18])[F:17])=[CH:14][C:8]2=[N:7]1)[C:3]#[N:4].[F:21][C:22]([F:33])([F:32])[C:23]1[CH:31]=[CH:30][C:26]([C:27](Cl)=[S:28])=[CH:25][CH:24]=1.